This data is from Forward reaction prediction with 1.9M reactions from USPTO patents (1976-2016). The task is: Predict the product of the given reaction. (1) Given the reactants O[CH2:2][C:3]1[CH:4]=[C:5]([CH:10]=[C:11]([N:13]([S:17]([CH3:20])(=[O:19])=[O:18])[CH2:14][CH2:15][CH3:16])[CH:12]=1)[C:6]([O:8][CH3:9])=[O:7].C(Br)(Br)(Br)[Br:22].C1(P(C2C=CC=CC=2)C2C=CC=CC=2)C=CC=CC=1, predict the reaction product. The product is: [Br:22][CH2:2][C:3]1[CH:4]=[C:5]([CH:10]=[C:11]([N:13]([S:17]([CH3:20])(=[O:19])=[O:18])[CH2:14][CH2:15][CH3:16])[CH:12]=1)[C:6]([O:8][CH3:9])=[O:7]. (2) Given the reactants [F:1][C@H:2]1[CH2:6][N:5]([C:7]([O:9][C:10]([CH3:13])([CH3:12])[CH3:11])=[O:8])[C@H:4]([C:14](=[O:24])[NH:15][C@@H:16]2[C@@H:23]3[C@@H:19]([CH2:20][NH:21][CH2:22]3)[CH2:18][CH2:17]2)[CH2:3]1.Br[C:26]1[CH:31]=[C:30]([C:32]([F:35])([F:34])[F:33])[CH:29]=[CH:28][N:27]=1.C(N(CC)CC)C.O.C(O)C, predict the reaction product. The product is: [F:1][C@H:2]1[CH2:6][N:5]([C:7]([O:9][C:10]([CH3:12])([CH3:13])[CH3:11])=[O:8])[C@H:4]([C:14](=[O:24])[NH:15][C@@H:16]2[C@@H:23]3[C@@H:19]([CH2:20][N:21]([C:26]4[CH:31]=[C:30]([C:32]([F:35])([F:34])[F:33])[CH:29]=[CH:28][N:27]=4)[CH2:22]3)[CH2:18][CH2:17]2)[CH2:3]1. (3) Given the reactants [F:1][C:2]([F:40])([F:39])[C:3]1[CH:4]=[C:5]([CH:32]=[C:33]([C:35]([F:38])([F:37])[F:36])[CH:34]=1)[CH2:6][N:7]([CH2:14][C:15]1[C:16]([N:23]([CH2:26][CH:27]2[CH2:31][CH2:30][CH2:29][CH2:28]2)[CH2:24][CH3:25])=[N:17][CH:18]=C([CH:22]=1)C#N)[C:8]1[N:9]=[N:10][N:11]([CH3:13])[N:12]=1.[Li+].[OH-:42].Cl.[CH3:44][CH2:45][OH:46], predict the reaction product. The product is: [F:1][C:2]([F:40])([F:39])[C:3]1[CH:4]=[C:5]([CH:32]=[C:33]([C:35]([F:38])([F:37])[F:36])[CH:34]=1)[CH2:6][N:7]([CH2:14][C:15]1[C:16]([N:23]([CH2:26][CH:27]2[CH2:31][CH2:30][CH2:29][CH2:28]2)[CH2:24][CH3:25])=[N:17][CH:18]=[C:44]([CH:22]=1)[C:45]([OH:42])=[O:46])[C:8]1[N:9]=[N:10][N:11]([CH3:13])[N:12]=1.